Dataset: Reaction yield outcomes from USPTO patents with 853,638 reactions. Task: Predict the reaction yield, written as a fraction of the theoretical maximum amount of product (1.0 means a 100% yield; for example, 0.34 means a 34% yield). The reactants are F[B-](F)(F)F.F[B-](F)(F)F.ClC[N+]12CC[N+]([F:21])(CC1)CC2.[C:22]([O:26][C:27](=[O:44])[C:28]1[C:33]([NH:34][C:35]2[CH:40]=[CH:39][C:38]([Br:41])=[CH:37][C:36]=2[Cl:42])=[CH:32][C:31]([NH2:43])=[N:30][CH:29]=1)([CH3:25])([CH3:24])[CH3:23].CO. The catalyst is CCOC(C)=O.O. The product is [C:22]([O:26][C:27](=[O:44])[C:28]1[C:33]([NH:34][C:35]2[CH:40]=[CH:39][C:38]([Br:41])=[CH:37][C:36]=2[Cl:42])=[C:32]([F:21])[C:31]([NH2:43])=[N:30][CH:29]=1)([CH3:25])([CH3:23])[CH3:24]. The yield is 0.0700.